The task is: Predict the product of the given reaction.. This data is from Forward reaction prediction with 1.9M reactions from USPTO patents (1976-2016). (1) Given the reactants [CH3:1][CH:2]1[CH2:7][NH:6][CH2:5][CH:4]([CH3:8])[NH:3]1.[CH2:9]([O:16][C:17](Cl)=[O:18])[C:10]1[CH:15]=[CH:14][CH:13]=[CH:12][CH:11]=1.C(N(C(C)C)CC)(C)C.[CH3:29][C:30]([O:33][C:34](O[C:34]([O:33][C:30]([CH3:32])([CH3:31])[CH3:29])=[O:35])=[O:35])([CH3:32])[CH3:31], predict the reaction product. The product is: [CH3:1][CH:2]1[CH2:7][N:6]([C:17]([O:16][CH2:9][C:10]2[CH:15]=[CH:14][CH:13]=[CH:12][CH:11]=2)=[O:18])[CH2:5][CH:4]([CH3:8])[N:3]1[C:34]([O:33][C:30]([CH3:32])([CH3:31])[CH3:29])=[O:35]. (2) Given the reactants [N+:1]([C:4]1[CH:9]=[CH:8][C:7]([CH2:10][CH2:11][S:12]([N:15]2[CH2:20][CH2:19][O:18][CH2:17][CH2:16]2)(=[O:14])=[O:13])=[CH:6][CH:5]=1)([O-])=O, predict the reaction product. The product is: [N:15]1([S:12]([CH2:11][CH2:10][C:7]2[CH:8]=[CH:9][C:4]([NH2:1])=[CH:5][CH:6]=2)(=[O:14])=[O:13])[CH2:16][CH2:17][O:18][CH2:19][CH2:20]1. (3) Given the reactants C([O:5][C:6]([C:8]1[N:13]=[CH:12][CH:11]=[CH:10][N:9]=1)=[O:7])(C)(C)C, predict the reaction product. The product is: [N:9]1[CH:10]=[CH:11][CH:12]=[N:13][C:8]=1[C:6]([OH:7])=[O:5].[CH:6]([O-:7])=[O:5]. (4) Given the reactants [C:1]([C:3]1[N:8]=[CH:7][C:6]([S:9]([NH:12][C@@H:13]([C:15]2[N:19]([CH2:20][CH3:21])[C:18]3[CH:22]=[C:23]([C:26]([F:29])([F:28])[F:27])[CH:24]=[CH:25][C:17]=3[N:16]=2)[CH3:14])(=[O:11])=[O:10])=[CH:5][CH:4]=1)#[N:2].S(=O)(=O)(O)[OH:31].C([O-])([O-])=O.[K+].[K+], predict the reaction product. The product is: [CH2:20]([N:19]1[C:18]2[CH:22]=[C:23]([C:26]([F:28])([F:27])[F:29])[CH:24]=[CH:25][C:17]=2[N:16]=[C:15]1[C@H:13]([NH:12][S:9]([C:6]1[CH:5]=[CH:4][C:3]([C:1]([NH2:2])=[O:31])=[N:8][CH:7]=1)(=[O:10])=[O:11])[CH3:14])[CH3:21]. (5) The product is: [CH:25]([C:22]1[N:21]=[C:20]([N:17]2[CH2:18][CH2:19][CH:14]([N:11]3[CH2:12][CH2:13][C@H:9]([NH:8][C:5]4[CH:4]=[CH:3][C:2]([S:30]([CH3:29])(=[O:32])=[O:31])=[CH:7][N:6]=4)[C:10]3=[O:28])[CH2:15][CH2:16]2)[S:24][N:23]=1)([CH3:27])[CH3:26]. Given the reactants Br[C:2]1[CH:3]=[CH:4][C:5]([NH:8][C@H:9]2[CH2:13][CH2:12][N:11]([CH:14]3[CH2:19][CH2:18][N:17]([C:20]4[S:24][N:23]=[C:22]([CH:25]([CH3:27])[CH3:26])[N:21]=4)[CH2:16][CH2:15]3)[C:10]2=[O:28])=[N:6][CH:7]=1.[CH3:29][S:30]([O-:32])=[O:31].[Na+].[C@@H]1(N)CCCC[C@H]1N.O, predict the reaction product. (6) Given the reactants Br.Br[CH2:3][C:4]([C:6]1[CH:7]=[N:8][CH:9]=[CH:10][CH:11]=1)=O.Br.[C:13]([O:17][C:18](=[O:24])[CH2:19][S:20][C:21](=[NH:23])[NH2:22])([CH3:16])([CH3:15])[CH3:14].C(N(C(C)C)CC)(C)C, predict the reaction product. The product is: [C:13]([O:17][C:18](=[O:24])[CH2:19][S:20][C:21]1[NH:23][CH:3]=[C:4]([C:6]2[CH:7]=[N:8][CH:9]=[CH:10][CH:11]=2)[N:22]=1)([CH3:16])([CH3:14])[CH3:15]. (7) Given the reactants Br[C:2]1[S:6][C:5]([CH2:7][N:8]([CH3:16])[C:9](=[O:15])[O:10][C:11]([CH3:14])([CH3:13])[CH3:12])=[CH:4][C:3]=1[C:17]1[C:18]([F:23])=[N:19][CH:20]=[CH:21][CH:22]=1.[CH3:24][O:25][C:26]1[CH:27]=[C:28]([SH:32])[CH:29]=[CH:30][CH:31]=1.C(N(C(C)C)C(C)C)C.O, predict the reaction product. The product is: [F:23][C:18]1[C:17]([C:3]2[CH:4]=[C:5]([CH2:7][N:8]([CH3:16])[C:9](=[O:15])[O:10][C:11]([CH3:14])([CH3:13])[CH3:12])[S:6][C:2]=2[S:32][C:28]2[CH:29]=[CH:30][CH:31]=[C:26]([O:25][CH3:24])[CH:27]=2)=[CH:22][CH:21]=[CH:20][N:19]=1.